From a dataset of Catalyst prediction with 721,799 reactions and 888 catalyst types from USPTO. Predict which catalyst facilitates the given reaction. (1) Reactant: [CH2:1]([N:3]([CH2:11][C:12]1[CH:13]=[N:14][CH:15]=[C:16]([C:19]2[CH:20]=[C:21]3[C:25](=[CH:26][CH:27]=2)[N:24]([CH:28]2[CH2:33][CH2:32][CH2:31][CH2:30][O:29]2)[N:23]=[C:22]3[C:34]2[NH:35][C:36]([C:39]([NH:41]CC3C=NC=CC=3)=[O:40])=[CH:37][N:38]=2)[C:17]=1[CH3:18])[C:4](=[O:10])[O:5][C:6]([CH3:9])([CH3:8])[CH3:7])[CH3:2].C(OC(N(CC1C(C)=C(C2C=C3C(=CC=2)N(C2CCCCO2)N=C3C2NC(C(O)=O)=CN=2)C=NC=1)CC)=O)(C)(C)C.C(N(C(C)C)CC)(C)C.[CH2:99]([N:106]1[CH2:111][CH2:110]N[CH2:108][CH2:107]1)[C:100]1[CH:105]=[CH:104][CH:103]=[CH:102][CH:101]=1.CN(C(ON1N=NC2C=CC=NC1=2)=[N+](C)C)C.F[P-](F)(F)(F)(F)F. Product: [CH2:99]([N:106]1[CH2:111][CH2:110][N:41]([C:39]([C:36]2[NH:35][C:34]([C:22]3[C:21]4[C:25](=[CH:26][CH:27]=[C:19]([C:16]5[C:17]([CH3:18])=[C:12]([CH2:11][N:3]([CH2:1][CH3:2])[C:4](=[O:10])[O:5][C:6]([CH3:9])([CH3:8])[CH3:7])[CH:13]=[N:14][CH:15]=5)[CH:20]=4)[N:24]([CH:28]4[CH2:33][CH2:32][CH2:31][CH2:30][O:29]4)[N:23]=3)=[N:38][CH:37]=2)=[O:40])[CH2:108][CH2:107]1)[C:100]1[CH:105]=[CH:104][CH:103]=[CH:102][CH:101]=1. The catalyst class is: 2. (2) Reactant: [C:1]([CH2:3][O:4][NH:5][C:6]([CH:8]1[C:17]2[C:12](=[CH:13][CH:14]=[CH:15][CH:16]=2)[C:11](=[O:18])[N:10]([CH:19]2[CH2:24][CH2:23][CH2:22][CH2:21][CH:20]2[NH:25][S:26]([CH3:29])(=[O:28])=[O:27])[CH:9]1[C:30]1[CH:35]=[CH:34][C:33]([Cl:36])=[CH:32][C:31]=1[Cl:37])=[O:7])#[N:2].[NH2:38][OH:39]. Product: [NH2:2][C:1](=[N:38][OH:39])[CH2:3][O:4][NH:5][C:6]([CH:8]1[C:17]2[C:12](=[CH:13][CH:14]=[CH:15][CH:16]=2)[C:11](=[O:18])[N:10]([CH:19]2[CH2:24][CH2:23][CH2:22][CH2:21][CH:20]2[NH:25][S:26]([CH3:29])(=[O:28])=[O:27])[CH:9]1[C:30]1[CH:35]=[CH:34][C:33]([Cl:36])=[CH:32][C:31]=1[Cl:37])=[O:7]. The catalyst class is: 5. (3) Reactant: [CH2:1]([N:3]([CH2:37][CH3:38])[C:4]1[N:9]=[C:8]([C:10]2[O:14][N:13]=[C:12]([C:15]3[CH:23]=[CH:22][C:21]4[NH:20][C:19]5[CH:24]([CH2:27][C:28]([O:30]CC)=[O:29])[CH2:25][CH2:26][C:18]=5[C:17]=4[CH:16]=3)[N:11]=2)[CH:7]=[C:6]([C:33]([F:36])([F:35])[F:34])[CH:5]=1)[CH3:2].[OH-].[Na+].O.Cl. Product: [CH2:37]([N:3]([CH2:1][CH3:2])[C:4]1[N:9]=[C:8]([C:10]2[O:14][N:13]=[C:12]([C:15]3[CH:23]=[CH:22][C:21]4[NH:20][C:19]5[CH:24]([CH2:27][C:28]([OH:30])=[O:29])[CH2:25][CH2:26][C:18]=5[C:17]=4[CH:16]=3)[N:11]=2)[CH:7]=[C:6]([C:33]([F:34])([F:36])[F:35])[CH:5]=1)[CH3:38]. The catalyst class is: 36. (4) Product: [C:19]([O:18][C:16]([NH:23][CH2:24][CH2:25][CH2:26][O:15][C:7]1[CH:6]=[C:5]([C:1]([CH3:4])([CH3:2])[CH3:3])[CH:14]=[CH:13][C:8]=1[C:9]([O:11][CH3:12])=[O:10])=[O:17])([CH3:22])([CH3:21])[CH3:20]. The catalyst class is: 3. Reactant: [C:1]([C:5]1[CH:14]=[CH:13][C:8]([C:9]([O:11][CH3:12])=[O:10])=[C:7]([OH:15])[CH:6]=1)([CH3:4])([CH3:3])[CH3:2].[C:16]([NH:23][CH2:24][CH2:25][CH2:26]Br)([O:18][C:19]([CH3:22])([CH3:21])[CH3:20])=[O:17].[I-].[K+].